Dataset: Full USPTO retrosynthesis dataset with 1.9M reactions from patents (1976-2016). Task: Predict the reactants needed to synthesize the given product. (1) Given the product [NH2:25][C:24]1[CH:23]=[CH:22][CH:21]=[C:20]([NH:19][C:18]([O:17][CH2:16][C:14]2[O:15][C:11]3[CH:10]=[CH:9][C:8]([C:5]4[CH:4]=[CH:3][C:2]([F:1])=[CH:7][CH:6]=4)=[CH:31][C:12]=3[CH:13]=2)=[O:30])[C:28]=1[C:27]([OH:29])=[O:26], predict the reactants needed to synthesize it. The reactants are: [F:1][C:2]1[CH:7]=[CH:6][C:5]([C:8]2[CH:9]=[CH:10][C:11]3[O:15][C:14]([CH2:16][O:17][C:18](=[O:30])[NH:19][C:20]4[C:28]5[C:27](=[O:29])[O:26][NH:25][C:24]=5[CH:23]=[CH:22][CH:21]=4)=[CH:13][C:12]=3[CH:31]=2)=[CH:4][CH:3]=1. (2) Given the product [CH3:52][S:49]([C:45]1[CH:44]=[C:43]([CH:48]=[CH:47][CH:46]=1)[CH2:42][NH:41][C:39]1[C:38]([C:53]([F:56])([F:55])[F:54])=[CH:37][N:36]=[C:35]([NH:80][C:81]2[CH:82]=[CH:83][C:84]([CH2:85][P:86](=[O:93])([O:87][CH2:88][CH3:89])[O:90][CH2:91][CH3:92])=[CH:94][CH:95]=2)[N:40]=1)(=[O:51])=[O:50], predict the reactants needed to synthesize it. The reactants are: ClC1N=C(Cl)C(C(F)(F)F)=CN=1.CS(C1C=C(CN)C=CC=1)(=O)=O.C(N(C(C)C)CC)(C)C.Cl[C:35]1[N:40]=[C:39]([NH:41][CH2:42][C:43]2[CH:48]=[CH:47][CH:46]=[C:45]([S:49]([CH3:52])(=[O:51])=[O:50])[CH:44]=2)[C:38]([C:53]([F:56])([F:55])[F:54])=[CH:37][N:36]=1.ClC1C(C(F)(F)F)=CN=C(NCC2C=CC=C(S(C)(=O)=O)C=2)N=1.[NH2:80][C:81]1[CH:95]=[CH:94][C:84]([CH2:85][P:86](=[O:93])([O:90][CH2:91][CH3:92])[O:87][CH2:88][CH3:89])=[CH:83][CH:82]=1.C(O)(C(F)(F)F)=O. (3) Given the product [Cl:15][C:16]1[C:17]([NH:23][S:2]([C:5]2[CH:14]=[CH:13][C:8]([C:9]([O:11][CH3:12])=[O:10])=[CH:7][CH:6]=2)(=[O:4])=[O:3])=[N:18][CH:19]=[C:20]([CH3:22])[CH:21]=1, predict the reactants needed to synthesize it. The reactants are: Cl[S:2]([C:5]1[CH:14]=[CH:13][C:8]([C:9]([O:11][CH3:12])=[O:10])=[CH:7][CH:6]=1)(=[O:4])=[O:3].[Cl:15][C:16]1[C:17]([NH2:23])=[N:18][CH:19]=[C:20]([CH3:22])[CH:21]=1. (4) Given the product [NH2:35][C:36]([CH3:49])([CH3:48])[CH2:37][O:38][C:39]1[CH:44]=[CH:43][C:42]([CH2:45][CH2:2][CH2:1][NH:3][C:4]2[CH:9]=[C:8]([O:10][CH3:11])[CH:7]=[CH:6][C:5]=2[C@@H:12]2[CH2:21][CH2:20][C:19]3[CH:18]=[C:17]([OH:22])[CH:16]=[CH:15][C:14]=3[CH2:13]2)=[CH:41][C:40]=1[F:47], predict the reactants needed to synthesize it. The reactants are: [CH2:1]([NH:3][C:4]1[CH:9]=[C:8]([O:10][CH3:11])[CH:7]=[CH:6][C:5]=1[C@@H:12]1[CH2:21][CH2:20][C:19]2[CH:18]=[C:17]([O:22]C(=O)C(C)(C)C)[CH:16]=[CH:15][C:14]=2[CH2:13]1)[CH3:2].C(OC(=O)[NH:35][C:36]([CH3:49])([CH3:48])[CH2:37][O:38][C:39]1[CH:44]=[CH:43][C:42]([CH:45]=O)=[CH:41][C:40]=1[F:47])(C)(C)C. (5) Given the product [CH3:23][CH2:22][CH2:21][CH2:20][CH2:19][CH2:18][CH2:17][CH2:16][CH2:15][CH2:14][CH2:13][C@H:12]([O:24][C:53]([C@@H:48]([NH:47][CH:45]=[O:46])[CH2:49][CH:50]([CH3:52])[CH3:51])=[O:54])[CH2:11][C@@H:10]1[O:9][C:8](=[O:25])[C@H:7]1[CH2:1][CH2:2][CH2:3][CH2:4][CH2:5][CH3:6], predict the reactants needed to synthesize it. The reactants are: [CH2:1]([C@H:7]1[C@H:10]([CH2:11][C@H:12]([OH:24])[CH2:13][CH2:14][CH2:15][CH2:16][CH2:17][CH2:18][CH2:19][CH2:20][CH2:21][CH2:22][CH3:23])[O:9][C:8]1=[O:25])[CH2:2][CH2:3][CH2:4][CH2:5][CH3:6].C1(P(C2C=CC=CC=2)C2C=CC=CC=2)C=CC=CC=1.[CH:45]([NH:47][C@H:48]([C:53](O)=[O:54])[CH2:49][CH:50]([CH3:52])[CH3:51])=[O:46].CC(OC(/N=N/C(OC(C)C)=O)=O)C. (6) Given the product [CH2:23]([O:30][C:31]1[CH:40]=[CH:39][CH:38]=[C:37]2[C:32]=1[CH2:33][CH2:34][C:35]([CH2:41][N:21]([C:12]1[CH:11]=[N:10][C:9]([C:3]3[CH:8]=[CH:7][CH:6]=[CH:5][CH:4]=3)=[C:14]([C:15]3[CH:20]=[CH:19][CH:18]=[CH:17][CH:16]=3)[N:13]=1)[CH3:22])=[CH:36]2)[C:24]1[CH:29]=[CH:28][CH:27]=[CH:26][CH:25]=1, predict the reactants needed to synthesize it. The reactants are: [H-].[Na+].[C:3]1([C:9]2[N:10]=[CH:11][C:12]([NH:21][CH3:22])=[N:13][C:14]=2[C:15]2[CH:20]=[CH:19][CH:18]=[CH:17][CH:16]=2)[CH:8]=[CH:7][CH:6]=[CH:5][CH:4]=1.[CH2:23]([O:30][C:31]1[CH:40]=[CH:39][CH:38]=[C:37]2[C:32]=1[CH2:33][CH2:34][C:35]([CH2:41]Cl)=[CH:36]2)[C:24]1[CH:29]=[CH:28][CH:27]=[CH:26][CH:25]=1. (7) Given the product [CH2:1]([O:3][C:4](=[O:14])[CH2:5][C:6]1[CH:11]=[CH:10][CH:9]=[C:8]([CH2:12][OH:16])[CH:7]=1)[CH3:2], predict the reactants needed to synthesize it. The reactants are: [CH2:1]([O:3][C:4](=[O:14])[CH2:5][C:6]1[CH:11]=[CH:10][CH:9]=[C:8]([CH2:12]Br)[CH:7]=1)[CH3:2].C(=O)([O-])[O-:16].[Ca+2]. (8) Given the product [Cl:1][CH2:2][C:3](=[CH2:36])[CH2:4][O:5][C:6]1[CH:35]=[CH:34][C:9]([CH2:10][NH:11][C:12]2[N:17]=[C:16]([O:18][CH2:19][C:20]([F:23])([F:21])[F:22])[N:15]=[C:14]([NH:24][C:25]3[CH:26]=[CH:27][C:28]([C:29]([NH:69][CH2:68][C:67]([CH3:71])([CH3:70])[CH2:66][NH:65][C:64](=[O:72])[O:63][C:59]([CH3:61])([CH3:60])[CH3:62])=[O:30])=[CH:32][CH:33]=3)[N:13]=2)=[CH:8][CH:7]=1, predict the reactants needed to synthesize it. The reactants are: [Cl:1][CH2:2][C:3](=[CH2:36])[CH2:4][O:5][C:6]1[CH:35]=[CH:34][C:9]([CH2:10][NH:11][C:12]2[N:17]=[C:16]([O:18][CH2:19][C:20]([F:23])([F:22])[F:21])[N:15]=[C:14]([NH:24][C:25]3[CH:33]=[CH:32][C:28]([C:29](O)=[O:30])=[CH:27][CH:26]=3)[N:13]=2)=[CH:8][CH:7]=1.CN(C(ON1N=NC2C=CC=CC1=2)=[N+](C)C)C.[B-](F)(F)(F)F.[C:59]([O:63][C:64](=[O:72])[NH:65][CH2:66][C:67]([CH3:71])([CH3:70])[CH2:68][NH2:69])([CH3:62])([CH3:61])[CH3:60].CCN(C(C)C)C(C)C. (9) The reactants are: CC[O:3][C:4]([CH:6]1[CH2:11][N:10]([C:12]([O:14][C:15]([CH3:18])([CH3:17])[CH3:16])=[O:13])[C:9]2[CH:19]=[C:20]([Cl:24])[C:21]([Cl:23])=[CH:22][C:8]=2[O:7]1)=[O:5].O[Li].O. Given the product [C:15]([O:14][C:12]([N:10]1[C:9]2[CH:19]=[C:20]([Cl:24])[C:21]([Cl:23])=[CH:22][C:8]=2[O:7][CH:6]([C:4]([OH:5])=[O:3])[CH2:11]1)=[O:13])([CH3:18])([CH3:16])[CH3:17], predict the reactants needed to synthesize it. (10) Given the product [Cl:26][C:22]1[CH:23]=[CH:24][CH:25]=[C:2]([Cl:1])[C:3]=1[C:4]([NH:6][C@H:7]([C:18]([O:20][CH3:21])=[O:19])[CH2:8][C:9]1[CH:17]=[CH:16][C:12]([C:13]([NH:38][CH2:37][C:29]2[CH:28]=[N:27][C:36]3[NH:35][CH2:34][CH2:33][CH2:32][C:31]=3[CH:30]=2)=[O:14])=[CH:11][CH:10]=1)=[O:5], predict the reactants needed to synthesize it. The reactants are: [Cl:1][C:2]1[CH:25]=[CH:24][CH:23]=[C:22]([Cl:26])[C:3]=1[C:4]([NH:6][C@H:7]([C:18]([O:20][CH3:21])=[O:19])[CH2:8][C:9]1[CH:17]=[CH:16][C:12]([C:13](O)=[O:14])=[CH:11][CH:10]=1)=[O:5].[N:27]1[C:36]2[NH:35][CH2:34][CH2:33][CH2:32][C:31]=2[CH:30]=[C:29]([CH2:37][NH2:38])[CH:28]=1.CN1C(=O)CCC1.CN(C(ON1N=NC2C=CC=NC1=2)=[N+](C)C)C.F[P-](F)(F)(F)(F)F.